This data is from Catalyst prediction with 721,799 reactions and 888 catalyst types from USPTO. The task is: Predict which catalyst facilitates the given reaction. Reactant: Cl[C:2]1[C:11]2[C:6](=[CH:7][C:8]([F:13])=[CH:9][C:10]=2[F:12])[N:5]=[C:4]([C:14]2[CH:19]=[C:18]([CH3:20])[CH:17]=[CH:16][C:15]=2[S:21]([CH3:24])(=[O:23])=[O:22])[C:3]=1[CH3:25].[O:26]1[CH2:31][CH2:30][N:29]([C:32]2[CH:33]=[C:34]([NH2:38])[CH:35]=[N:36][CH:37]=2)[CH2:28][CH2:27]1. Product: [F:12][C:10]1[CH:9]=[C:8]([F:13])[CH:7]=[C:6]2[C:11]=1[C:2]([NH:38][C:34]1[CH:35]=[N:36][CH:37]=[C:32]([N:29]3[CH2:30][CH2:31][O:26][CH2:27][CH2:28]3)[CH:33]=1)=[C:3]([CH3:25])[C:4]([C:14]1[CH:19]=[C:18]([CH3:20])[CH:17]=[CH:16][C:15]=1[S:21]([CH3:24])(=[O:23])=[O:22])=[N:5]2. The catalyst class is: 11.